This data is from Antibody developability classification from SAbDab with 2,409 antibodies. The task is: Regression/Classification. Given an antibody's heavy chain and light chain sequences, predict its developability. TAP uses regression for 5 developability metrics; SAbDab uses binary classification. (1) The antibody is ['EVQLVESGGDLVKPGGSLKLSCAGSGITFSGYGMSWVRQTPDKSLEWVALISNGGSYAYYSDSVKGRFTISRDNAKNTLYLQMSSLRSDDTAIYYCARHKGLRGGTNAMDYWGQGTSVTVSS', 'DIVLTQSPASLAVSLGQRATIFCRASETVDSYGNSFMHWYQQKPGQPPKLLIYRASNLESGIPARFSGSGSRTDFTLTINPVEADDVATYYCQQSNEDPRTFGGGTKLEIK']. Result: 0 (not developable). (2) The antibody is ['6ayn', 'PROT_D746F282']. Result: 0 (not developable). (3) The antibody is ['QIQLVQSGPELKKPGETVKISCKASGYAFTNYGVNWVKEAPGKELKWMGWINIYTGEPTYVDDFKGRFAFSLETSASTAYLEINNLKNEDTATYFCTRGDYVNWYFDVWGAGTTVTVSS', 'DVVMTQIPLSLPVNLGDQASISCRSSQSLIHSNGNTYLHWYLQKPGQSPKLLMYKVSNRFYGVPDRFSGSGSGTDFTLKISRVEAEDLGIYFCSQSSHVPPTFGGGTKLEIK']. Result: 0 (not developable). (4) The antibody is ['VKLLEQSGAELVKPGASVRLSCTASGFNIKDTYMSWVKQRPEQGLEWIGRIDPANGDTKYDPKFQGKATITADTSSNTAYLHLSSLTSGDTAVYYCSRGWEGFAYWGQGTLVTVSA', 'ELVMTQTPASLAVSLGQRATISCRASENVDRYGNSFMHWYQQKAGQPPKLLIYRASNLESGIPARFSGSGSRTDFTLTINPVEADDVATYFCQRSNEVPWTFGGGTKLEIK']. Result: 0 (not developable). (5) The antibody is ['EVQLVESGGGVVQPGRSLRLSCSASGFTFSVYAMHWVRQAPGQGLEWVAIIWYDGSNKYYADSVKGRFTISRDNSKETLYLQMNSLRVEDTAVYYCARDPIVGHTRDGLDVWGQGTTVTVSS', 'SYELTQPPSVSVSPGQTARVTCSGDAMAEQYTYWYQQKPGQAPVLIIFKDTERPSGIPERFSGSSSGTTVTLTISGVQTEDEADYYCQSTDSSGTSWVFGGGTKLTVL']. Result: 0 (not developable). (6) The antibody is ['AVQLVESGGGLVQPKESLKISCAAFGVTFSNVAMYWVRQAPGKGLEWVARIRTKPNNYATYYADSVKGRFTISRDDSKSMVYLQMDNLKTEDTAMYYCTAEVATDWGQGVMVTVSS', 'DVVLTQAPPTLSATIGQSVSISCRSSQSLLHRNGNTYLNWLLQRPGQPPQLLIYLVSRLESGVPNRFSGSGSGTAFTLKISGLEAEDLGVYYCVQGTHAPLTFGSGTKLEIK']. Result: 0 (not developable). (7) The antibody is ['QVQLRESGPSLVKPSQTLSLTCTASGFSLSDKAVGWVRQAPGKALEWLGNIDTGGITGYNPGLKSRLSITKDNSKNQVSLSVSSATAEDSATYYCTTVHQKTLEVRSCPDGSRLIGNDCRNEDGDDVNYITTFDYEWYVDAWGQGLLVTVSS', 'QAVLNQPSSVSGSLGQRVSITCSGSSSNVGNGYVSWYQLIPGSAPRTLIYGDTSRASGVPDRFSGSRSGNTATLTISSLQAEDEADYFCASAEDSSSNAVFGSGTTLTVL']. Result: 1 (developable).